Dataset: Peptide-MHC class I binding affinity with 185,985 pairs from IEDB/IMGT. Task: Regression. Given a peptide amino acid sequence and an MHC pseudo amino acid sequence, predict their binding affinity value. This is MHC class I binding data. (1) The peptide sequence is APPKGTEVF. The MHC is H-2-Dd with pseudo-sequence H-2-Dd. The binding affinity (normalized) is 0.160. (2) The peptide sequence is AQFSPQYL. The MHC is HLA-B57:01 with pseudo-sequence HLA-B57:01. The binding affinity (normalized) is 0. (3) The peptide sequence is IALLIIPPK. The MHC is HLA-A03:01 with pseudo-sequence HLA-A03:01. The binding affinity (normalized) is 0.342. (4) The peptide sequence is FTSTNDKIK. The MHC is HLA-A68:01 with pseudo-sequence HLA-A68:01. The binding affinity (normalized) is 0.563. (5) The peptide sequence is RVYAELAAL. The MHC is HLA-B38:01 with pseudo-sequence HLA-B38:01. The binding affinity (normalized) is 0.0847. (6) The peptide sequence is IMRVMANNV. The MHC is HLA-A02:06 with pseudo-sequence HLA-A02:06. The binding affinity (normalized) is 0.277. (7) The peptide sequence is RYNCKCCWF. The MHC is HLA-A29:02 with pseudo-sequence HLA-A29:02. The binding affinity (normalized) is 0.